Dataset: Forward reaction prediction with 1.9M reactions from USPTO patents (1976-2016). Task: Predict the product of the given reaction. (1) Given the reactants [OH:1][CH:2]1[CH2:9][CH:8]2[CH:4]([CH2:5][C:6](=[O:10])[CH2:7]2)[CH2:3]1.[F:11][C:12]1[CH:17]=[CH:16][C:15](O)=[CH:14][CH:13]=1.C1(P(C2C=CC=CC=2)C2C=CC=CC=2)C=CC=CC=1.CCOC(/N=N/C(OCC)=O)=O, predict the reaction product. The product is: [F:11][C:12]1[CH:17]=[CH:16][C:15]([O:10][CH:6]2[CH2:7][CH:8]3[CH:4]([CH2:3][C:2](=[O:1])[CH2:9]3)[CH2:5]2)=[CH:14][CH:13]=1. (2) Given the reactants [NH:1]1[C:9](=[O:10])[C:8]2[NH:7][CH:6]=[N:5][C:4]=2[N:3]=[CH:2]1.[CH2:11]1[O:13][CH:12]1[CH2:14][OH:15].C(=O)([O-])[O-].[K+].[K+], predict the reaction product. The product is: [NH:1]1[C:9](=[O:10])[C:8]2[N:7]=[CH:6][N:5]([CH2:11][CH:12]([OH:13])[CH2:14][OH:15])[C:4]=2[N:3]=[CH:2]1. (3) Given the reactants CN(C(ON1N=NC2C=CC=NC1=2)=[N+](C)C)C.F[P-](F)(F)(F)(F)F.[F:25][C:26]1[CH:27]=[C:28]([C:32]2[CH:37]=[CH:36][C:35]([C:38]([OH:40])=O)=[C:34]([N+:41]([O-:43])=[O:42])[CH:33]=2)[CH:29]=[CH:30][CH:31]=1.Cl.[CH3:45][C:46]([O:49][C@H:50]([CH3:57])[C@@H:51]([C:53]([O:55][CH3:56])=[O:54])[NH2:52])([CH3:48])[CH3:47].C(N(C(C)C)CC)(C)C, predict the reaction product. The product is: [CH3:48][C:46]([O:49][C@H:50]([CH3:57])[C@@H:51]([C:53]([O:55][CH3:56])=[O:54])[NH:52][C:38]([C:35]1[CH:36]=[CH:37][C:32]([C:28]2[CH:29]=[CH:30][CH:31]=[C:26]([F:25])[CH:27]=2)=[CH:33][C:34]=1[N+:41]([O-:43])=[O:42])=[O:40])([CH3:45])[CH3:47]. (4) Given the reactants [F:1][C:2]([F:35])([F:34])[CH2:3][NH:4][C:5]([NH:7][C:8]1[CH:9]=[C:10]([C:14]2[N:18]3[N:19]=[CH:20][C:21]([C:23]4[CH:28]=[CH:27][C:26]([CH:29]([CH3:33])[C:30](O)=[O:31])=[CH:25][CH:24]=4)=[CH:22][C:17]3=[N:16][CH:15]=2)[CH:11]=[CH:12][CH:13]=1)=[O:6].CC1C=CC(S(O)(=O)=O)=CC=1.[O:47]1[CH2:51][CH2:50][C@@H:49]([NH2:52])[CH2:48]1, predict the reaction product. The product is: [O:47]1[CH2:51][CH2:50][C@@H:49]([NH:52][C:30](=[O:31])[CH:29]([C:26]2[CH:27]=[CH:28][C:23]([C:21]3[CH:20]=[N:19][N:18]4[C:14]([C:10]5[CH:11]=[CH:12][CH:13]=[C:8]([NH:7][C:5]([NH:4][CH2:3][C:2]([F:35])([F:34])[F:1])=[O:6])[CH:9]=5)=[CH:15][N:16]=[C:17]4[CH:22]=3)=[CH:24][CH:25]=2)[CH3:33])[CH2:48]1. (5) Given the reactants C([N:8]1[CH2:13][CH2:12][CH:11]([CH2:14][NH:15][C:16]2[CH:31]=[CH:30][C:29]([F:32])=[CH:28][C:17]=2[C:18]([NH:20][C:21]2[CH:26]=[CH:25][C:24]([Cl:27])=[CH:23][N:22]=2)=[O:19])[CH2:10][CH2:9]1)(OC(C)(C)C)=O, predict the reaction product. The product is: [Cl:27][C:24]1[CH:25]=[CH:26][C:21]([NH:20][C:18](=[O:19])[C:17]2[CH:28]=[C:29]([F:32])[CH:30]=[CH:31][C:16]=2[NH:15][CH2:14][CH:11]2[CH2:10][CH2:9][NH:8][CH2:13][CH2:12]2)=[N:22][CH:23]=1. (6) Given the reactants [H-].[Al+3].[Li+].[H-].[H-].[H-].C(O[C:12](=O)[NH:13][CH2:14][CH:15]([C:22]1[CH:23]=[C:24]2[C:28](=[CH:29][CH:30]=1)[NH:27][CH:26]=[CH:25]2)[C:16]1[CH:21]=[CH:20][CH:19]=[CH:18][CH:17]=1)(C)(C)C.O.O.O.O.O.O.O.O.O.O.S([O-])([O-])(=O)=O.[Na+].[Na+], predict the reaction product. The product is: [NH:27]1[C:28]2[C:24](=[CH:23][C:22]([CH:15]([C:16]3[CH:17]=[CH:18][CH:19]=[CH:20][CH:21]=3)[CH2:14][NH:13][CH3:12])=[CH:30][CH:29]=2)[CH:25]=[CH:26]1. (7) Given the reactants [Br:1][C:2]1[CH:7]=[CH:6][C:5]([C:8]2[CH:13]=[CH:12][C:11]([CH2:14][C:15]([OH:17])=O)=[CH:10][CH:9]=2)=[CH:4][CH:3]=1.Cl.[CH3:19][NH:20][O:21][CH3:22].[Cl-].COC1N=C(OC)N=C([N+]2(C)CCOCC2)N=1.CN1CCOCC1, predict the reaction product. The product is: [Br:1][C:2]1[CH:7]=[CH:6][C:5]([C:8]2[CH:13]=[CH:12][C:11]([CH2:14][C:15]([N:20]([O:21][CH3:22])[CH3:19])=[O:17])=[CH:10][CH:9]=2)=[CH:4][CH:3]=1.